This data is from NCI-60 drug combinations with 297,098 pairs across 59 cell lines. The task is: Regression. Given two drug SMILES strings and cell line genomic features, predict the synergy score measuring deviation from expected non-interaction effect. (1) Drug 1: CN(C)N=NC1=C(NC=N1)C(=O)N. Drug 2: C1=NNC2=C1C(=O)NC=N2. Cell line: OVCAR3. Synergy scores: CSS=3.90, Synergy_ZIP=-2.39, Synergy_Bliss=-1.23, Synergy_Loewe=-1.92, Synergy_HSA=-1.46. (2) Drug 1: C1CCC(CC1)NC(=O)N(CCCl)N=O. Drug 2: CN(CC1=CN=C2C(=N1)C(=NC(=N2)N)N)C3=CC=C(C=C3)C(=O)NC(CCC(=O)O)C(=O)O. Cell line: BT-549. Synergy scores: CSS=11.7, Synergy_ZIP=-1.75, Synergy_Bliss=3.54, Synergy_Loewe=-1.96, Synergy_HSA=2.22. (3) Drug 1: C(CCl)NC(=O)N(CCCl)N=O. Drug 2: B(C(CC(C)C)NC(=O)C(CC1=CC=CC=C1)NC(=O)C2=NC=CN=C2)(O)O. Cell line: MCF7. Synergy scores: CSS=22.3, Synergy_ZIP=-7.45, Synergy_Bliss=-6.26, Synergy_Loewe=-10.5, Synergy_HSA=-3.30. (4) Drug 1: C1CN(P(=O)(OC1)NCCCl)CCCl. Drug 2: CC12CCC3C(C1CCC2OP(=O)(O)O)CCC4=C3C=CC(=C4)OC(=O)N(CCCl)CCCl.[Na+]. Cell line: MOLT-4. Synergy scores: CSS=3.80, Synergy_ZIP=3.63, Synergy_Bliss=-1.75, Synergy_Loewe=0.208, Synergy_HSA=-2.32. (5) Drug 1: CC(C1=C(C=CC(=C1Cl)F)Cl)OC2=C(N=CC(=C2)C3=CN(N=C3)C4CCNCC4)N. Drug 2: C1=NC2=C(N1)C(=S)N=C(N2)N. Cell line: EKVX. Synergy scores: CSS=21.5, Synergy_ZIP=-3.38, Synergy_Bliss=-3.90, Synergy_Loewe=-3.97, Synergy_HSA=-2.05. (6) Drug 1: C1=CC(=C2C(=C1NCCNCCO)C(=O)C3=C(C=CC(=C3C2=O)O)O)NCCNCCO. Drug 2: C1=CC(=CC=C1CC(C(=O)O)N)N(CCCl)CCCl.Cl. Cell line: KM12. Synergy scores: CSS=37.4, Synergy_ZIP=-5.43, Synergy_Bliss=-0.161, Synergy_Loewe=-5.67, Synergy_HSA=4.01.